Predict the reaction yield, written as a fraction of the theoretical maximum amount of product (1.0 means a 100% yield; for example, 0.34 means a 34% yield). From a dataset of Reaction yield outcomes from USPTO patents with 853,638 reactions. (1) The reactants are C([O:5][C:6]([C:8]1([CH2:11][C@H:12]([NH:26]C(OC(C)(C)C)=O)[CH2:13][C:14]2[CH:19]=[CH:18][C:17]([C:20]3[CH:25]=[CH:24][CH:23]=[CH:22][CH:21]=3)=[CH:16][CH:15]=2)[CH2:10][CH2:9]1)=[O:7])(C)(C)C.Cl.[NH:35]1[C:39]([C:40]([OH:42])=[O:41])=[CH:38][C:37]([C:43]([OH:45])=O)=[N:36]1.CCN=C=NCCCN(C)C.[CH:57]1[CH:58]=CC2N(O)N=N[C:61]=2[CH:62]=1. The catalyst is O1CCOCC1.CN(C=O)C.C(O)CCC. The product is [C:17]1([C:20]2[CH:25]=[CH:24][CH:23]=[CH:22][CH:21]=2)[CH:18]=[CH:19][C:14]([CH2:13][C@@H:12]([NH:26][C:43]([C:37]2[NH:36][N:35]=[C:39]([C:40]([OH:42])=[O:41])[CH:38]=2)=[O:45])[CH2:11][C:8]2([C:6]([O:5][CH2:58][CH2:57][CH2:62][CH3:61])=[O:7])[CH2:10][CH2:9]2)=[CH:15][CH:16]=1. The yield is 0.950. (2) The reactants are [NH2:1][C:2]1[CH:3]=[C:4]([CH:21]=[CH:22][CH:23]=1)[O:5][C:6]1[CH:7]=[CH:8][C:9]2[N:10]([CH:12]=[C:13]([NH:15][C:16]([CH:18]3[CH2:20][CH2:19]3)=[O:17])[N:14]=2)[N:11]=1.[C:24]([C:27]1[S:31][C:30]([C:32](O)=[O:33])=[CH:29][CH:28]=1)(=[O:26])[CH3:25].Cl.CN(C)CCCN=C=NCC.ON1C2C=CC=CC=2N=N1. The catalyst is CN(C)C=O. The product is [C:24]([C:27]1[S:31][C:30]([C:32]([NH:1][C:2]2[CH:23]=[CH:22][CH:21]=[C:4]([O:5][C:6]3[CH:7]=[CH:8][C:9]4[N:10]([CH:12]=[C:13]([NH:15][C:16]([CH:18]5[CH2:20][CH2:19]5)=[O:17])[N:14]=4)[N:11]=3)[CH:3]=2)=[O:33])=[CH:29][CH:28]=1)(=[O:26])[CH3:25]. The yield is 0.480. (3) The reactants are [CH3:1][CH:2]1[CH2:6][CH2:5][O:4][C:3]1=O.S(Cl)(Cl)=O.[CH2:12]([N:19]1[CH2:24][CH2:23][N:22]([NH2:25])[CH2:21][CH2:20]1)[C:13]1[CH:18]=[CH:17][CH:16]=[CH:15][CH:14]=1.[H-].[Na+]. The catalyst is C1COCC1.[Cl-].[Zn+2].[Cl-]. The product is [CH2:12]([N:19]1[CH2:20][CH2:21][N:22]([N:25]2[CH2:5][CH2:6][CH:2]([CH3:1])[C:3]2=[O:4])[CH2:23][CH2:24]1)[C:13]1[CH:14]=[CH:15][CH:16]=[CH:17][CH:18]=1. The yield is 0.370.